Dataset: hERG potassium channel inhibition data for cardiac toxicity prediction from Karim et al.. Task: Regression/Classification. Given a drug SMILES string, predict its toxicity properties. Task type varies by dataset: regression for continuous values (e.g., LD50, hERG inhibition percentage) or binary classification for toxic/non-toxic outcomes (e.g., AMES mutagenicity, cardiotoxicity, hepatotoxicity). Dataset: herg_karim. (1) The compound is COc1cc(NC(=O)c2ccccc2F)ccc1-c1nnc(NCCCCN2CCOCC2)o1. The result is 0 (non-blocker). (2) The result is 0 (non-blocker). The compound is CN(CCCC(=O)NCCO)C(=O)c1ccc2c(c1)c1c(n2C)CC[C@@H](C2CCOCC2)C1. (3) The drug is CC(=O)Nc1cc(-c2cccc(N3CCN(C)CC3)n2)nc(-n2nc(C)cc2C)n1. The result is 1 (blocker). (4) The compound is COc1cc(Oc2ccnc3cc(OC)c(OC)cc23)ccc1NC(=O)NC(C)c1nccs1. The result is 0 (non-blocker).